This data is from NCI-60 drug combinations with 297,098 pairs across 59 cell lines. The task is: Regression. Given two drug SMILES strings and cell line genomic features, predict the synergy score measuring deviation from expected non-interaction effect. Drug 1: CNC(=O)C1=CC=CC=C1SC2=CC3=C(C=C2)C(=NN3)C=CC4=CC=CC=N4. Drug 2: CCC(=C(C1=CC=CC=C1)C2=CC=C(C=C2)OCCN(C)C)C3=CC=CC=C3.C(C(=O)O)C(CC(=O)O)(C(=O)O)O. Cell line: SW-620. Synergy scores: CSS=-1.05, Synergy_ZIP=0.860, Synergy_Bliss=2.40, Synergy_Loewe=-2.49, Synergy_HSA=-2.26.